The task is: Predict the reaction yield, written as a fraction of the theoretical maximum amount of product (1.0 means a 100% yield; for example, 0.34 means a 34% yield).. This data is from Reaction yield outcomes from USPTO patents with 853,638 reactions. (1) The reactants are CC(P(C(C)(C)C)C1[C:11]([C:12]2[CH:17]=[CH:16][CH:15]=[CH:14][CH:13]=2)=[CH:10][CH:9]=[CH:8][CH:7]=1)(C)C.C(N(CC)CC)C.[Cl:29][C:30]1[CH:35]=[CH:34][C:33]([C:36]#[C:37][P:38](=[O:43])([OH:42])[O:39][CH2:40][CH3:41])=[CH:32][CH:31]=1.C(C1C=CC=CC=1)CCC#C. The catalyst is [Au].ClC(Cl)C. The product is [Cl:29][C:30]1[CH:31]=[CH:32][C:33]([C:36]#[C:37][P:38](=[O:42])([O:43][C:8]([CH2:9][CH2:10][CH2:11][C:12]2[CH:13]=[CH:14][CH:15]=[CH:16][CH:17]=2)=[CH2:7])[O:39][CH2:40][CH3:41])=[CH:34][CH:35]=1. The yield is 0.440. (2) No catalyst specified. The yield is 0.560. The product is [N:21]1([C:11]2[CH:10]=[C:9]([NH:8][C:4]3[N:3]=[C:2]([NH:27][C:28]4[CH:36]=[CH:35][CH:34]=[C:33]5[C:29]=4[CH:30]=[N:31][NH:32]5)[CH:7]=[CH:6][N:5]=3)[CH:14]=[C:13]([N:15]3[CH2:20][CH2:19][O:18][CH2:17][CH2:16]3)[CH:12]=2)[CH2:26][CH2:25][O:24][CH2:23][CH2:22]1. The reactants are Cl[C:2]1[CH:7]=[CH:6][N:5]=[C:4]([NH:8][C:9]2[CH:14]=[C:13]([N:15]3[CH2:20][CH2:19][O:18][CH2:17][CH2:16]3)[CH:12]=[C:11]([N:21]3[CH2:26][CH2:25][O:24][CH2:23][CH2:22]3)[CH:10]=2)[N:3]=1.[NH2:27][C:28]1[CH:36]=[CH:35][CH:34]=[C:33]2[C:29]=1[CH:30]=[N:31][NH:32]2. (3) The reactants are C(OC(=O)[NH:7][C:8]1[S:12][C:11]([C:13]2[CH:18]=[CH:17][C:16]([Cl:19])=[CH:15][C:14]=2[O:20][CH3:21])=[N:10][C:9]=1[CH3:22])(C)(C)C.Cl.O1CCOCC1.C(Cl)(Cl)Cl.C(=O)(O)[O-].[Na+]. The catalyst is CO. The product is [NH2:7][C:8]1[S:12][C:11]([C:13]2[CH:18]=[CH:17][C:16]([Cl:19])=[CH:15][C:14]=2[O:20][CH3:21])=[N:10][C:9]=1[CH3:22]. The yield is 0.650. (4) The reactants are Cl[C:2]1[N:7]=[C:6]([CH3:8])[C:5]([CH2:9][C:10]([O:12][CH3:13])=[O:11])=[C:4]([C:14]2[CH:19]=[CH:18][CH:17]=[CH:16][CH:15]=2)[N:3]=1.[C:20]1(B(O)O)[CH:25]=[CH:24][CH:23]=[CH:22][CH:21]=1.C(N(CC)C(C)C)(C)C. The catalyst is COCCOC.O.[Pd].C1(P(C2C=CC=CC=2)C2C=CC=CC=2)C=CC=CC=1.C1(P(C2C=CC=CC=2)C2C=CC=CC=2)C=CC=CC=1.C1(P(C2C=CC=CC=2)C2C=CC=CC=2)C=CC=CC=1.C1(P(C2C=CC=CC=2)C2C=CC=CC=2)C=CC=CC=1. The product is [CH3:8][C:6]1[C:5]([CH2:9][C:10]([O:12][CH3:13])=[O:11])=[C:4]([C:14]2[CH:19]=[CH:18][CH:17]=[CH:16][CH:15]=2)[N:3]=[C:2]([C:20]2[CH:25]=[CH:24][CH:23]=[CH:22][CH:21]=2)[N:7]=1. The yield is 0.910. (5) The reactants are [CH3:1][C:2]1[NH:6][C:5]2[CH:7]=[C:8]([C:19]([OH:21])=O)[CH:9]=[C:10]([O:11][CH2:12][C:13]3[CH:18]=[CH:17][CH:16]=[CH:15][CH:14]=3)[C:4]=2[N:3]=1.Cl.[CH3:23][NH:24][CH3:25].F[P-](F)(F)(F)(F)F.N1(OC(N(C)C)=[N+](C)C)C2C=CC=CC=2N=N1.C(N(CC)CC)C. The catalyst is CN(C)C=O.C(OCC)(=O)C.CO. The product is [CH3:23][N:24]([CH3:25])[C:19]([C:8]1[CH:9]=[C:10]([O:11][CH2:12][C:13]2[CH:14]=[CH:15][CH:16]=[CH:17][CH:18]=2)[C:4]2[N:3]=[C:2]([CH3:1])[NH:6][C:5]=2[CH:7]=1)=[O:21]. The yield is 0.890. (6) The reactants are [O:1]1[C:5]2[CH:6]=[CH:7][C:8]([C:10]3([C:13]([OH:15])=O)[CH2:12][CH2:11]3)=[CH:9][C:4]=2[O:3][CH2:2]1.CN(C(ON1N=NC2C=CC=CC1=2)=[N+](C)C)C.F[P-](F)(F)(F)(F)F.CCN(CC)CC.[NH2:47][C:48]1[CH:49]=[C:50]2[C:54](=[CH:55][CH:56]=1)[NH:53][C:52]([CH:57]([CH3:63])[C:58]([O:60][CH2:61][CH3:62])=[O:59])=[CH:51]2. The catalyst is C(#N)C. The product is [O:1]1[C:5]2[CH:6]=[CH:7][C:8]([C:10]3([C:13]([NH:47][C:48]4[CH:49]=[C:50]5[C:54](=[CH:55][CH:56]=4)[NH:53][C:52]([CH:57]([CH3:63])[C:58]([O:60][CH2:61][CH3:62])=[O:59])=[CH:51]5)=[O:15])[CH2:11][CH2:12]3)=[CH:9][C:4]=2[O:3][CH2:2]1. The yield is 0.500. (7) The reactants are C([O-])([O-])=[O:2].[Cs+].[Cs+].[CH3:7][S:8]([N:11]1[CH2:16][CH:15]=[C:14]([C:17]2[N:18](S(C3C=CC(C)=CC=3)(=O)=O)[C:19]3[C:24]([CH:25]=2)=[C:23]([N:26]2[CH2:31][CH2:30][CH2:29][C@@H:28]([N:32]4[CH2:37][CH2:36][CH2:35][CH2:34][C:33]4=[O:38])[CH2:27]2)[CH:22]=[CH:21][C:20]=3[C:39]#[N:40])[CH2:13][CH2:12]1)(=[O:10])=[O:9].[OH-].[Na+].OO.[NH4+].[Cl-]. The catalyst is C1COCC1.CO.O.CS(C)=O.C(Cl)Cl. The product is [CH3:7][S:8]([N:11]1[CH2:16][CH:15]=[C:14]([C:17]2[NH:18][C:19]3[C:24]([CH:25]=2)=[C:23]([N:26]2[CH2:31][CH2:30][CH2:29][C@@H:28]([N:32]4[CH2:37][CH2:36][CH2:35][CH2:34][C:33]4=[O:38])[CH2:27]2)[CH:22]=[CH:21][C:20]=3[C:39]([NH2:40])=[O:2])[CH2:13][CH2:12]1)(=[O:9])=[O:10]. The yield is 0.0954.